Dataset: Full USPTO retrosynthesis dataset with 1.9M reactions from patents (1976-2016). Task: Predict the reactants needed to synthesize the given product. (1) Given the product [Cl:1][C:2]1[N:7]=[CH:6][C:5]2[C:8]([N:16]3[CH2:20][CH2:19][CH:18]([OH:32])[C:17]3=[O:21])=[CH:9][N:10]([CH:11]([CH3:12])[CH3:13])[C:4]=2[CH:3]=1, predict the reactants needed to synthesize it. The reactants are: [Cl:1][C:2]1[N:7]=[CH:6][C:5]2[C:8](I)=[CH:9][N:10]([CH:11]([CH2:13]C)[CH3:12])[C:4]=2[CH:3]=1.[NH:16]1[CH2:20][CH2:19][CH2:18][C:17]1=[O:21].CN[C@@H]1CCCC[C@H]1NC.[O-:32]P(OP(OP([O-])([O-])=O)([O-])=O)(=O)[O-].[K+].[K+].[K+].[K+].[K+]. (2) Given the product [Cl:26][C:23]1[CH:24]=[CH:25][C:20]2[CH:19]=[C:18]3[N:27]([C:21]=2[N:22]=1)[CH2:28][C:29](=[O:31])[CH2:16][CH2:17]3, predict the reactants needed to synthesize it. The reactants are: CC([O-])(C)C.[K+].C1COCC1.C(OC(=O)[CH2:16][CH2:17][C:18]1[N:27]([CH2:28][C:29]([O:31]C(C)(C)C)=O)[C:21]2=[N:22][C:23]([Cl:26])=[CH:24][CH:25]=[C:20]2[CH:19]=1)C.